From a dataset of Forward reaction prediction with 1.9M reactions from USPTO patents (1976-2016). Predict the product of the given reaction. (1) Given the reactants C([Mg]Br)C.[C:5]12([C:15]3[CH:20]=[C:19]([O:21][CH3:22])[CH:18]=[CH:17][C:16]=3[OH:23])[CH2:14][CH:9]3[CH2:10][CH:11]([CH2:13][CH:7]([CH2:8]3)[CH2:6]1)[CH2:12]2.[CH2:24]=[O:25].C(N(CC)CC)C, predict the reaction product. The product is: [C:5]12([C:15]3[CH:20]=[C:19]([O:21][CH3:22])[CH:18]=[C:17]([CH:24]=[O:25])[C:16]=3[OH:23])[CH2:6][CH:7]3[CH2:13][CH:11]([CH2:10][CH:9]([CH2:8]3)[CH2:14]1)[CH2:12]2. (2) The product is: [Cl:18][C:12]1[CH:13]=[C:14]([Cl:17])[CH:15]=[CH:16][C:11]=1[N:10]1[C:9]2[CH2:8][CH2:7][N:6]([N:19]3[CH2:20][CH2:21][CH2:22][CH2:23][CH2:24]3)[C:5](=[O:25])[C:4]=2[C:3]([CH3:26])=[C:2]1[C:32]1[CH:33]=[CH:34][C:29]([CH:27]=[O:28])=[CH:30][CH:31]=1. Given the reactants Br[C:2]1[N:10]([C:11]2[CH:16]=[CH:15][C:14]([Cl:17])=[CH:13][C:12]=2[Cl:18])[C:9]2[CH2:8][CH2:7][N:6]([N:19]3[CH2:24][CH2:23][CH2:22][CH2:21][CH2:20]3)[C:5](=[O:25])[C:4]=2[C:3]=1[CH3:26].[CH:27]([C:29]1[CH:34]=[CH:33][C:32](B(O)O)=[CH:31][CH:30]=1)=[O:28].C([O-])([O-])=O.[Na+].[Na+], predict the reaction product.